From a dataset of Reaction yield outcomes from USPTO patents with 853,638 reactions. Predict the reaction yield, written as a fraction of the theoretical maximum amount of product (1.0 means a 100% yield; for example, 0.34 means a 34% yield). (1) The reactants are [O:1]=[C:2]1[C:10]2[CH:9]=[CH:8][CH:7]=[C:6]([C:11]#[N:12])[C:5]=2[CH2:4][CH2:3]1.[BH4-].[Na+]. The catalyst is CCO. The product is [OH:1][CH:2]1[C:10]2[CH:9]=[CH:8][CH:7]=[C:6]([C:11]#[N:12])[C:5]=2[CH2:4][CH2:3]1. The yield is 0.823. (2) The reactants are [CH2:1]([Li])[CH2:2][CH2:3][CH3:4].[CH:6]#[C:7][CH2:8][CH2:9][CH3:10].Br[CH2:12][C:13]1[C:22]([CH2:23]Br)=[C:21]([CH2:25][CH2:26][CH3:27])[C:20]2[C:15](=[CH:16][CH:17]=[CH:18][CH:19]=2)[C:14]=1[CH2:28][CH2:29][CH3:30].[CH3:31]N1C(=O)N(C)CCC1.Cl. The catalyst is C1COCC1. The product is [CH2:12]([C:13]1[C:22]([CH2:23][C:6]#[C:7][CH2:8][CH2:9][CH3:10])=[C:21]([CH2:25][CH2:26][CH3:27])[C:20]2[C:15](=[CH:16][CH:17]=[CH:18][CH:19]=2)[C:14]=1[CH2:28][CH2:29][CH3:30])[C:4]#[C:3][CH2:2][CH2:1][CH3:31]. The yield is 0.930. (3) The yield is 0.680. The reactants are [C:1](#[N:3])[CH3:2].[Li]CCCC.CO[C:11]([C:13]1([CH3:26])[CH2:18][CH2:17][N:16]([C:19]([O:21][C:22]([CH3:25])([CH3:24])[CH3:23])=[O:20])[CH2:15][CH2:14]1)=[O:12].Cl. The catalyst is C1COCC1. The product is [C:22]([O:21][C:19]([N:16]1[CH2:15][CH2:14][C:13]([C:11](=[O:12])[CH2:2][C:1]#[N:3])([CH3:26])[CH2:18][CH2:17]1)=[O:20])([CH3:23])([CH3:24])[CH3:25]. (4) The reactants are [CH3:1][CH:2]1[CH2:6][C:5]2[CH:7]=[C:8]([S:11]([CH3:14])(=[O:13])=[O:12])[CH:9]=[CH:10][C:4]=2[O:3]1.[Br:15]Br. The catalyst is C(Cl)Cl.[Fe]. The product is [Br:15][C:10]1[C:4]2[O:3][CH:2]([CH3:1])[CH2:6][C:5]=2[CH:7]=[C:8]([S:11]([CH3:14])(=[O:13])=[O:12])[CH:9]=1. The yield is 0.730. (5) The reactants are [CH2:1]([CH:8]1[NH:13][CH2:12][CH2:11][N:10]([C:14]2[CH:22]=[C:21]3[C:17]([C:18]([CH2:27][CH3:28])=[N:19][N:20]3[CH:23]3[CH2:26][CH2:25][CH2:24]3)=[CH:16][CH:15]=2)[CH2:9]1)[C:2]1[CH:7]=[CH:6][CH:5]=[CH:4][CH:3]=1.C[O:30][C:31](=O)[CH2:32][C:33]1[CH:34]=[N:35][NH:36][CH:37]=1. No catalyst specified. The product is [CH2:1]([C@H:8]1[CH2:9][N:10]([C:14]2[CH:22]=[C:21]3[C:17]([C:18]([CH2:27][CH3:28])=[N:19][N:20]3[CH:23]3[CH2:24][CH2:25][CH2:26]3)=[CH:16][CH:15]=2)[CH2:11][CH2:12][N:13]1[C:31](=[O:30])[CH2:32][C:33]1[CH:34]=[N:35][NH:36][CH:37]=1)[C:2]1[CH:3]=[CH:4][CH:5]=[CH:6][CH:7]=1. The yield is 0.130. (6) The reactants are [CH3:1][O:2][C:3]1[N:8]=[CH:7][C:6]([NH:9][C:10]2[C:15]([C:16]3[N:24]=[C:23]([CH3:25])[N:22]=[C:21]4[C:17]=3[N:18]=[CH:19][N:20]4C3CCCCO3)=[CH:14][C:13]([CH2:32][C:33]3[CH:38]=[CH:37][C:36]([S:39]([CH3:42])(=[O:41])=[O:40])=[CH:35][CH:34]=3)=[CH:12][N:11]=2)=[CH:5][CH:4]=1.[ClH:43]. The catalyst is O. The product is [ClH:43].[CH3:1][O:2][C:3]1[N:8]=[CH:7][C:6]([NH:9][C:10]2[C:15]([C:16]3[N:24]=[C:23]([CH3:25])[N:22]=[C:21]4[C:17]=3[N:18]=[CH:19][NH:20]4)=[CH:14][C:13]([CH2:32][C:33]3[CH:38]=[CH:37][C:36]([S:39]([CH3:42])(=[O:41])=[O:40])=[CH:35][CH:34]=3)=[CH:12][N:11]=2)=[CH:5][CH:4]=1. The yield is 0.870. (7) The reactants are [NH:1]1[CH2:4][CH:3]([N:5]([CH3:12])[C:6]2[N:11]=[CH:10][CH:9]=[CH:8][N:7]=2)[CH2:2]1.[F:13][C:14]1[CH:22]=[CH:21][C:20]([CH:23]=[O:24])=[CH:19][C:15]=1[C:16](O)=[O:17].F[P-](F)(F)(F)(F)F.N1(OC(N(C)C)=[N+](C)C)C2C=CC=CC=2N=N1.C(N(CC)C(C)C)(C)C. No catalyst specified. The product is [F:13][C:14]1[CH:22]=[CH:21][C:20]([CH:23]=[O:24])=[CH:19][C:15]=1[C:16]([N:1]1[CH2:4][CH:3]([N:5]([CH3:12])[C:6]2[N:7]=[CH:8][CH:9]=[CH:10][N:11]=2)[CH2:2]1)=[O:17]. The yield is 0.420. (8) The product is [OH:8][CH2:7][CH:4]1[CH2:5][CH2:6][N:1]([C:15]#[N:14])[CH2:2][CH2:3]1. The yield is 0.650. The catalyst is C(Cl)Cl.O. The reactants are [NH:1]1[CH2:6][CH2:5][CH:4]([CH2:7][OH:8])[CH2:3][CH2:2]1.C([O-])(O)=O.[Na+].[N:14]#[C:15]Br. (9) The reactants are [NH:1]1[C:5]2[CH:6]=[CH:7][CH:8]=[C:9]([N:10]3[C:14]4=[N:15][CH:16]=[N:17][C:18]([NH:19]/[N:20]=[CH:21]/[C:22]5[CH:30]=[CH:29][C:25]([C:26](O)=[O:27])=[CH:24][CH:23]=5)=[C:13]4[CH:12]=[N:11]3)[C:4]=2[N:3]=[CH:2]1.[CH3:31][N:32]([CH3:37])[CH2:33][CH2:34][CH2:35][NH2:36].C(P(=O)(OCC)OCC)#N.C(N(CC)CC)C. The catalyst is CN(C)C=O. The product is [NH:1]1[C:5]2[CH:6]=[CH:7][CH:8]=[C:9]([N:10]3[C:14]4=[N:15][CH:16]=[N:17][C:18]([NH:19]/[N:20]=[CH:21]/[C:22]5[CH:23]=[CH:24][C:25]([C:26]([NH:36][CH2:35][CH2:34][CH2:33][N:32]([CH3:37])[CH3:31])=[O:27])=[CH:29][CH:30]=5)=[C:13]4[CH:12]=[N:11]3)[C:4]=2[N:3]=[CH:2]1. The yield is 0.120.